Predict the product of the given reaction. From a dataset of Forward reaction prediction with 1.9M reactions from USPTO patents (1976-2016). (1) Given the reactants [Br:1][C:2]1[CH:29]=[CH:28][C:5]([CH2:6][C@:7]23[CH2:14][C@H:13]([N:15]=[N+]=[N-])[CH2:12][N:11]2[C:10](=[O:18])[N:9]([C:19]2[CH:24]=[C:23]([Cl:25])[CH:22]=[C:21]([Cl:26])[CH:20]=2)[C:8]3=[O:27])=[CH:4][CH:3]=1, predict the reaction product. The product is: [Br:1][C:2]1[CH:3]=[CH:4][C:5]([CH2:6][C@:7]23[CH2:14][C@H:13]([NH2:15])[CH2:12][N:11]2[C:10](=[O:18])[N:9]([C:19]2[CH:20]=[C:21]([Cl:26])[CH:22]=[C:23]([Cl:25])[CH:24]=2)[C:8]3=[O:27])=[CH:28][CH:29]=1. (2) Given the reactants CN([CH:4]=[O:5])C.[CH3:6][CH2:7][O:8][C:9]([C@@H:11]1[CH2:15][CH:14]=[CH:13][N:12]1[C:16]([O:18][C:19]([CH3:22])([CH3:21])[CH3:20])=[O:17])=[O:10].[OH-].[Na+], predict the reaction product. The product is: [CH3:6][CH2:7][O:8][C:9]([C@@H:11]1[CH2:15][C:14]([CH:4]=[O:5])=[CH:13][N:12]1[C:16]([O:18][C:19]([CH3:21])([CH3:20])[CH3:22])=[O:17])=[O:10]. (3) Given the reactants [F:1][C:2]([F:6])([F:5])[CH2:3][NH2:4].Cl.C(N=C=NCCCN(C)C)C.[Cl:19][C:20]1[CH:21]=[C:22]([C:27]2[C:28]([C:45]([F:48])([F:47])[F:46])=[N:29][N:30]([C:32]3[CH:40]=[CH:39][C:35]([C:36](O)=[O:37])=[C:34]([C:41]([F:44])([F:43])[F:42])[CH:33]=3)[CH:31]=2)[CH:23]=[C:24]([Cl:26])[CH:25]=1, predict the reaction product. The product is: [Cl:19][C:20]1[CH:21]=[C:22]([C:27]2[C:28]([C:45]([F:48])([F:46])[F:47])=[N:29][N:30]([C:32]3[CH:40]=[CH:39][C:35]([C:36]([NH:4][CH2:3][C:2]([F:6])([F:5])[F:1])=[O:37])=[C:34]([C:41]([F:44])([F:43])[F:42])[CH:33]=3)[CH:31]=2)[CH:23]=[C:24]([Cl:26])[CH:25]=1. (4) Given the reactants [Cl:1][C:2]1[N:7]=[C:6]([Cl:8])[CH:5]=[CH:4][N:3]=1.Cl.[CH2:10]([NH2:12])[CH3:11].C([N:15]([CH2:18]C)[CH2:16][CH3:17])C.O, predict the reaction product. The product is: [Cl:1][C:2]1[N:7]=[C:6]([NH:12][CH2:10][CH3:11])[CH:5]=[CH:4][N:3]=1.[Cl:8][C:6]1[CH:5]=[CH:4][N:3]=[C:18]([NH:15][CH2:16][CH3:17])[N:7]=1. (5) Given the reactants [CH3:1][C:2]([CH3:22])([CH3:21])[CH2:3][C:4]([NH:6][C:7]1[C:8]([CH3:20])=[CH:9][C:10]2[O:14][C:13]([CH3:16])([CH3:15])[CH:12](O)[C:11]=2[C:18]=1[CH3:19])=[O:5].C([SiH](CC)CC)C.O, predict the reaction product. The product is: [CH3:1][C:2]([CH3:22])([CH3:21])[CH2:3][C:4]([NH:6][C:7]1[C:8]([CH3:20])=[CH:9][C:10]2[O:14][C:13]([CH3:15])([CH3:16])[CH2:12][C:11]=2[C:18]=1[CH3:19])=[O:5]. (6) Given the reactants [F:1][C:2]1[CH:3]=[C:4]([CH:8]2[CH2:13][CH2:12][NH:11][CH2:10][CH:9]2[CH2:14][N:15]([C@@H:23]([C:25]2[C:34]3[C:29](=[CH:30][CH:31]=[CH:32][CH:33]=3)[CH:28]=[CH:27][CH:26]=2)[CH3:24])[C:16](=[O:22])[O:17][C:18]([CH3:21])([CH3:20])[CH3:19])[CH:5]=[CH:6][CH:7]=1.C(N(CC)CC)C.[N:42]([C:45]1[CH:55]=[CH:54][C:48]([C:49]([O:51]CC)=[O:50])=[CH:47][CH:46]=1)=[C:43]=[O:44].O, predict the reaction product. The product is: [C:18]([O:17][C:16]([N:15]([CH2:14][CH:9]1[CH:8]([C:4]2[CH:5]=[CH:6][CH:7]=[C:2]([F:1])[CH:3]=2)[CH2:13][CH2:12][N:11]([C:43]([NH:42][C:45]2[CH:55]=[CH:54][C:48]([C:49]([OH:51])=[O:50])=[CH:47][CH:46]=2)=[O:44])[CH2:10]1)[C@@H:23]([C:25]1[C:34]2[C:29](=[CH:30][CH:31]=[CH:32][CH:33]=2)[CH:28]=[CH:27][CH:26]=1)[CH3:24])=[O:22])([CH3:19])([CH3:21])[CH3:20]. (7) Given the reactants ClC1C(=O)C(C#N)=C(C#N)C(=O)C=1Cl.[Br:15][C:16]1[N:21]=[C:20]([CH:22]2[NH:31][CH2:30][C:29]3[C:24](=[CH:25][CH:26]=[CH:27][CH:28]=3)[NH:23]2)[CH:19]=[CH:18][CH:17]=1.[OH-].[Na+], predict the reaction product. The product is: [Br:15][C:16]1[N:21]=[C:20]([C:22]2[N:31]=[CH:30][C:29]3[C:24](=[CH:25][CH:26]=[CH:27][CH:28]=3)[N:23]=2)[CH:19]=[CH:18][CH:17]=1. (8) Given the reactants [C:1]1([C:7]2[C:15]3[C:10](=[CH:11][CH:12]=[CH:13][CH:14]=3)[N:9]([S:16]([C:19]3[CH:24]=[CH:23][C:22]([CH3:25])=[CH:21][CH:20]=3)(=[O:18])=[O:17])[C:8]=2[CH:26]=[O:27])[CH:6]=[CH:5][CH:4]=[CH:3][CH:2]=1.[CH3:28][Mg]Br.[NH4+].[Cl-], predict the reaction product. The product is: [C:1]1([C:7]2[C:15]3[C:10](=[CH:11][CH:12]=[CH:13][CH:14]=3)[N:9]([S:16]([C:19]3[CH:20]=[CH:21][C:22]([CH3:25])=[CH:23][CH:24]=3)(=[O:17])=[O:18])[C:8]=2[CH:26]([OH:27])[CH3:28])[CH:2]=[CH:3][CH:4]=[CH:5][CH:6]=1. (9) Given the reactants O/[N:2]=[CH:3]/[C:4]1[S:8][CH:7]=[C:6]([CH:9]([N:13]2[CH:17]=[C:16]([C:18]3[C:19]4[CH:26]=[CH:25][N:24]([CH2:27][O:28][CH2:29][CH2:30][Si:31]([CH3:34])([CH3:33])[CH3:32])[C:20]=4[N:21]=[CH:22][N:23]=3)[CH:15]=[N:14]2)[CH2:10][C:11]#[N:12])[CH:5]=1.N1C=CC=CC=1.CS(Cl)(=O)=O, predict the reaction product. The product is: [C:11]([CH2:10][CH:9]([C:6]1[CH:5]=[C:4]([C:3]#[N:2])[S:8][CH:7]=1)[N:13]1[CH:17]=[C:16]([C:18]2[C:19]3[CH:26]=[CH:25][N:24]([CH2:27][O:28][CH2:29][CH2:30][Si:31]([CH3:34])([CH3:33])[CH3:32])[C:20]=3[N:21]=[CH:22][N:23]=2)[CH:15]=[N:14]1)#[N:12].